This data is from Full USPTO retrosynthesis dataset with 1.9M reactions from patents (1976-2016). The task is: Predict the reactants needed to synthesize the given product. (1) Given the product [OH:1][C:2]1[CH:3]=[CH:4][C:5]([C:8]([C:11]2[CH:12]=[CH:13][C:14]([OH:17])=[CH:15][CH:16]=2)([CH3:10])[CH3:9])=[CH:6][CH:7]=1.[OH-:18].[Na+:19], predict the reactants needed to synthesize it. The reactants are: [OH:1][C:2]1[CH:7]=[CH:6][C:5]([C:8]([C:11]2[CH:16]=[CH:15][C:14]([OH:17])=[CH:13][CH:12]=2)([CH3:10])[CH3:9])=[CH:4][CH:3]=1.[OH-:18].[Na+:19]. (2) Given the product [CH2:24]([O:23][C:21]([C:20]1[C:19]([CH3:26])=[N:1][C:2]2[C:3]([C:4]=1[NH2:5])=[C:6]([O:10][CH:11]([CH2:15][CH2:16][CH3:17])[CH2:12][CH2:13][CH3:14])[CH:7]=[CH:8][CH:9]=2)=[O:22])[CH3:25], predict the reactants needed to synthesize it. The reactants are: [NH2:1][C:2]1[CH:9]=[CH:8][CH:7]=[C:6]([O:10][CH:11]([CH2:15][CH2:16][CH3:17])[CH2:12][CH2:13][CH3:14])[C:3]=1[C:4]#[N:5].O=[C:19]([CH3:26])[CH2:20][C:21]([O:23][CH2:24][CH3:25])=[O:22]. (3) Given the product [F:21][C:2]([C:6]1[CH:11]=[CH:10][CH:9]=[C:8]([N+:12]([O-:14])=[O:13])[CH:7]=1)([CH3:5])[C:3]#[N:4], predict the reactants needed to synthesize it. The reactants are: O[C:2]([C:6]1[CH:11]=[CH:10][CH:9]=[C:8]([N+:12]([O-:14])=[O:13])[CH:7]=1)([CH3:5])[C:3]#[N:4].C(N(S(F)(F)[F:21])CC)C. (4) Given the product [CH:1]1([C:4]2[C:7]([CH3:8])=[N:15][NH:16][C:5]=2[NH2:6])[CH2:3][CH2:2]1, predict the reactants needed to synthesize it. The reactants are: [CH:1]1([CH:4]([C:7](=O)[CH3:8])[C:5]#[N:6])[CH2:3][CH2:2]1.CC(O)=O.O.[NH2:15][NH2:16].C([O-])(O)=O.[Na+]. (5) Given the product [CH3:14][C:12]1([CH3:15])[O:11][C@@H:10]2[C@@H:6]([C:4](=[O:5])[CH2:42][CH3:43])[O:7][C@@H:8]([N:16]3[C:20]4[N:21]=[C:22]([N:26]([C:34]([O:36][C:37]([CH3:38])([CH3:39])[CH3:40])=[O:35])[C:27]([O:29][C:30]([CH3:32])([CH3:31])[CH3:33])=[O:28])[N:23]=[C:24]([CH3:25])[C:19]=4[CH:18]=[CH:17]3)[C@@H:9]2[O:13]1, predict the reactants needed to synthesize it. The reactants are: CON(C)[C:4]([C@@H:6]1[C@H:10]2[O:11][C:12]([CH3:15])([CH3:14])[O:13][C@H:9]2[C@H:8]([N:16]2[C:20]3[N:21]=[C:22]([N:26]([C:34]([O:36][C:37]([CH3:40])([CH3:39])[CH3:38])=[O:35])[C:27]([O:29][C:30]([CH3:33])([CH3:32])[CH3:31])=[O:28])[N:23]=[C:24]([CH3:25])[C:19]=3[CH:18]=[CH:17]2)[O:7]1)=[O:5].[CH2:42]([Mg]Br)[CH3:43]. (6) Given the product [CH3:8][C:6]1[CH:5]=[CH:4][N:3]=[C:2]([CH2:1][O:13][C:10](=[O:12])[CH3:11])[CH:7]=1, predict the reactants needed to synthesize it. The reactants are: [CH3:1][C:2]1[CH:7]=[C:6]([CH3:8])[CH:5]=[CH:4][N+:3]=1[O-].[C:10]([O:13]C(=O)C)(=[O:12])[CH3:11].